This data is from Catalyst prediction with 721,799 reactions and 888 catalyst types from USPTO. The task is: Predict which catalyst facilitates the given reaction. (1) Reactant: Cl[C:2]1[CH:24]=C(Cl)C=C[C:3]=1[CH2:4][NH:5][C:6]([C:8]1[C:9](=[O:20])[NH:10][N:11]=[C:12]([C:14]2[CH:19]=[CH:18][N:17]=[CH:16][CH:15]=2)[CH:13]=1)=[O:7].O=C1C(C(O)=O)=CC(C2C=CN=CC=2)=NN1.C(Cl)(=O)C(Cl)=O.C(N)CCC. Product: [O:20]=[C:9]1[C:8]([C:6]([NH:5][CH2:4][CH2:3][CH2:2][CH3:24])=[O:7])=[CH:13][C:12]([C:14]2[CH:15]=[CH:16][N:17]=[CH:18][CH:19]=2)=[N:11][NH:10]1. The catalyst class is: 204. (2) Reactant: [C:1]1([CH2:7][CH2:8][CH2:9][CH2:10][C:11]2([CH2:16][CH2:17][CH2:18][CH2:19][CH2:20][CH2:21][CH2:22][CH2:23][OH:24])[O:15][CH2:14][CH2:13][O:12]2)[CH:6]=[CH:5][CH:4]=[CH:3][CH:2]=1.C(=O)(O)[O-].[Na+].Cl[O-].[Na+]. Product: [C:1]1([CH2:7][CH2:8][CH2:9][CH2:10][C:11]2([CH2:16][CH2:17][CH2:18][CH2:19][CH2:20][CH2:21][CH2:22][CH:23]=[O:24])[O:15][CH2:14][CH2:13][O:12]2)[CH:2]=[CH:3][CH:4]=[CH:5][CH:6]=1. The catalyst class is: 11.